This data is from Reaction yield outcomes from USPTO patents with 853,638 reactions. The task is: Predict the reaction yield, written as a fraction of the theoretical maximum amount of product (1.0 means a 100% yield; for example, 0.34 means a 34% yield). (1) The reactants are [Br:1][C:2]1[CH:3]=[CH:4][C:5]([N:8]2[CH:12]=[C:11]([CH2:13][CH2:14][CH2:15][OH:16])[C:10]([CH:17]([CH2:20][CH3:21])[CH2:18][CH3:19])=[N:9]2)=[N:6][CH:7]=1.O[C:23]1[C:28]([O:29][CH3:30])=[CH:27][CH:26]=[CH:25][C:24]=1[CH2:31][C:32]([O:34][CH3:35])=[O:33].C(P(CCCC)CCCC)CCC.N(C(N1CCCCC1)=O)=NC(N1CCCCC1)=O. The catalyst is O1CCCC1. The product is [Br:1][C:2]1[CH:3]=[CH:4][C:5]([N:8]2[CH:12]=[C:11]([CH2:13][CH2:14][CH2:15][O:16][C:23]3[C:28]([O:29][CH3:30])=[CH:27][CH:26]=[CH:25][C:24]=3[CH2:31][C:32]([O:34][CH3:35])=[O:33])[C:10]([CH:17]([CH2:20][CH3:21])[CH2:18][CH3:19])=[N:9]2)=[N:6][CH:7]=1. The yield is 0.860. (2) The reactants are C([O:4][C@@H:5]1[CH2:29][CH2:28][C@@:27]2([CH3:30])[C@H:7]([CH2:8][CH2:9][C@@H:10]3[C:26]2=[CH:25][CH2:24][C@@:23]2([CH3:31])[C@H:11]3[CH2:12][CH2:13][C@@H:14]2[C@H:15]([CH3:22])[CH2:16][CH2:17][C:18]([O:20][CH3:21])=[O:19])[CH2:6]1)(=O)C.CC(O)=[O:34]. No catalyst specified. The product is [OH:4][C@@H:5]1[CH2:29][CH2:28][C@@:27]2([CH3:30])[C@H:7]([CH2:8][CH2:9][C@@H:10]3[C:26]2=[CH:25][C:24](=[O:34])[C@@:23]2([CH3:31])[C@H:11]3[CH2:12][CH2:13][C@@H:14]2[C@H:15]([CH3:22])[CH2:16][CH2:17][C:18]([O:20][CH3:21])=[O:19])[CH2:6]1. The yield is 0.500. (3) The reactants are [NH:1]1[CH2:6][CH2:5][CH2:4][CH2:3][CH:2]1[CH2:7][CH2:8][O:9][C:10]1[CH:11]=[C:12]([C:16]2[C:24]3[C:19](=[CH:20][CH:21]=[C:22]([C:25]([NH2:27])=[O:26])[CH:23]=3)[N:18](C3CCCCO3)[N:17]=2)[CH:13]=[CH:14][CH:15]=1. The catalyst is Cl.O1CCOCC1. The product is [NH:1]1[CH2:6][CH2:5][CH2:4][CH2:3][CH:2]1[CH2:7][CH2:8][O:9][C:10]1[CH:11]=[C:12]([C:16]2[C:24]3[C:19](=[CH:20][CH:21]=[C:22]([C:25]([NH2:27])=[O:26])[CH:23]=3)[NH:18][N:17]=2)[CH:13]=[CH:14][CH:15]=1. The yield is 0.130.